Dataset: Forward reaction prediction with 1.9M reactions from USPTO patents (1976-2016). Task: Predict the product of the given reaction. (1) Given the reactants Cl[S:2]([C:5]1[CH:6]=[C:7]([CH:11]=[CH:12][CH:13]=1)[C:8]([OH:10])=O)(=[O:4])=[O:3].[O:14]([C:21]1[CH:22]=[C:23]([CH:25]=[CH:26][CH:27]=1)[NH2:24])[C:15]1[CH:20]=[CH:19][CH:18]=[CH:17][CH:16]=1.[NH2:28][C:29]1[CH:38]=[CH:37][C:36]([Br:39])=[CH:35][C:30]=1[C:31]([O:33]C)=[O:32], predict the reaction product. The product is: [Br:39][C:36]1[CH:37]=[CH:38][C:29]([NH:28][C:8](=[O:10])[C:7]2[CH:11]=[CH:12][CH:13]=[C:5]([S:2](=[O:3])(=[O:4])[NH:24][C:23]3[CH:25]=[CH:26][CH:27]=[C:21]([O:14][C:15]4[CH:16]=[CH:17][CH:18]=[CH:19][CH:20]=4)[CH:22]=3)[CH:6]=2)=[C:30]([CH:35]=1)[C:31]([OH:33])=[O:32]. (2) The product is: [CH:18]1([CH2:17][O:16][C:13]2[CH:14]=[CH:15][C:10]([C:9]3[O:22][C:2]4[CH:3]=[C:4]([O:23][CH2:24][C@@H:25]([NH:27][C:28](=[O:34])[O:29][C:30]([CH3:33])([CH3:32])[CH3:31])[CH3:26])[N:5]=[CH:6][C:7]=4[N:8]=3)=[CH:11][C:12]=2[F:21])[CH2:20][CH2:19]1. Given the reactants Cl[C:2]1[C:7]([NH:8][C:9](=[O:22])[C:10]2[CH:15]=[CH:14][C:13]([O:16][CH2:17][CH:18]3[CH2:20][CH2:19]3)=[C:12]([F:21])[CH:11]=2)=[CH:6][N:5]=[C:4]([O:23][CH2:24][C@@H:25]([NH:27][C:28](=[O:34])[O:29][C:30]([CH3:33])([CH3:32])[CH3:31])[CH3:26])[CH:3]=1.C(=O)([O-])[O-].[K+].[K+].O, predict the reaction product. (3) Given the reactants [NH2:1][C:2]1[C:11]([F:12])=[C:10]([F:13])[C:9]([O:14][CH3:15])=[C:8]2[C:3]=1[C:4](=[O:22])[C:5]([C:19](O)=[O:20])=[CH:6][N:7]2[CH:16]1[CH2:18][CH2:17]1.C([N:25](CC)CC)C.ClC(OCC)=O.N, predict the reaction product. The product is: [NH2:1][C:2]1[C:11]([F:12])=[C:10]([F:13])[C:9]([O:14][CH3:15])=[C:8]2[C:3]=1[C:4](=[O:22])[C:5]([C:19]([NH2:25])=[O:20])=[CH:6][N:7]2[CH:16]1[CH2:17][CH2:18]1. (4) Given the reactants [NH2:1][C:2]1[C:7]([C:8]([O:10][CH2:11][CH3:12])=[O:9])=[C:6]([CH3:13])[N:5]=[C:4]2[S:14][CH:15]=[C:16]([C:17]3[CH:22]=[CH:21][CH:20]=[C:19]([Br:23])[CH:18]=3)[C:3]=12.CC(C)([O-])C.[Na+].[Cl:30][C:31]1[CH:32]=[C:33]([S:37](Cl)(=[O:39])=[O:38])[CH:34]=[CH:35][CH:36]=1, predict the reaction product. The product is: [Br:23][C:19]1[CH:18]=[C:17]([C:16]2[C:3]3[C:4](=[N:5][C:6]([CH3:13])=[C:7]([C:8]([O:10][CH2:11][CH3:12])=[O:9])[C:2]=3[NH:1][S:37]([C:33]3[CH:34]=[CH:35][CH:36]=[C:31]([Cl:30])[CH:32]=3)(=[O:39])=[O:38])[S:14][CH:15]=2)[CH:22]=[CH:21][CH:20]=1. (5) Given the reactants [C:1]([C:3]1[CH:8]=[CH:7][C:6]([CH2:9][CH2:10][CH2:11][C:12](O)=[O:13])=[C:5]([NH:15][C:16](=[O:29])[CH:17]([C:19]2[C:28]3[C:23](=[CH:24][CH:25]=[CH:26][CH:27]=3)[CH:22]=[CH:21][CH:20]=2)[CH3:18])[CH:4]=1)#[N:2].O, predict the reaction product. The product is: [C:1]([C:3]1[CH:8]=[CH:7][C:6]([CH2:9][CH2:10][CH2:11][CH2:12][OH:13])=[C:5]([NH:15][C:16](=[O:29])[CH:17]([C:19]2[C:28]3[C:23](=[CH:24][CH:25]=[CH:26][CH:27]=3)[CH:22]=[CH:21][CH:20]=2)[CH3:18])[CH:4]=1)#[N:2]. (6) Given the reactants [C:1]([O:4][C:5]1[C:10]([CH3:11])=[C:9]([C:12]2[O:13][C:14]3[CH:20]=[C:19](OS(C(F)(F)F)(=O)=O)[CH:18]=[CH:17][C:15]=3[CH:16]=2)[O:8][C:7](=[O:29])[C:6]=1[CH3:30])(=[O:3])[CH3:2].CCN(CC)CC.C1(P(CCC)C2C=CC=CC=2)C=CC=CC=1, predict the reaction product. The product is: [C:1]([O:4][C:5]1[C:10]([CH3:11])=[C:9]([C:12]2[O:13][C:14]3[CH:20]=[C:19]([C:1]([O:4][CH3:5])=[O:3])[CH:18]=[CH:17][C:15]=3[CH:16]=2)[O:8][C:7](=[O:29])[C:6]=1[CH3:30])(=[O:3])[CH3:2].